This data is from Reaction yield outcomes from USPTO patents with 853,638 reactions. The task is: Predict the reaction yield, written as a fraction of the theoretical maximum amount of product (1.0 means a 100% yield; for example, 0.34 means a 34% yield). (1) The reactants are [CH3:1][O:2][C:3]1[CH:20]=[CH:19][C:6]([CH2:7][N:8]2[CH:17]=[C:16]3[C:10]([NH:11][CH2:12][CH:13]=[CH:14][C:15]3=[O:18])=[N:9]2)=[CH:5][CH:4]=1.C([O-])=O.[NH4+]. The catalyst is CO.[OH-].[OH-].[Pd+2]. The product is [CH3:1][O:2][C:3]1[CH:4]=[CH:5][C:6]([CH2:7][N:8]2[CH:17]=[C:16]3[C:10]([NH:11][CH2:12][CH2:13][CH2:14][C:15]3=[O:18])=[N:9]2)=[CH:19][CH:20]=1. The yield is 0.690. (2) The reactants are [Br:1][C:2]1[CH:10]=[C:9]([Cl:11])[CH:8]=[CH:7][C:3]=1[C:4](O)=[O:5]. The catalyst is C1COCC1. The product is [Br:1][C:2]1[CH:10]=[C:9]([Cl:11])[CH:8]=[CH:7][C:3]=1[CH2:4][OH:5]. The yield is 0.850. (3) The reactants are [F:1][C:2]1[CH:20]=[C:19]([I:21])[CH:18]=[CH:17][C:3]=1[NH:4][C:5]1[C:6]([C:12]([O:14]CC)=[O:13])=[CH:7][NH:8][C:9](=[O:11])[CH:10]=1.[OH-].[Na+]. The catalyst is CCO. The product is [F:1][C:2]1[CH:20]=[C:19]([I:21])[CH:18]=[CH:17][C:3]=1[NH:4][C:5]1[C:6]([C:12]([OH:14])=[O:13])=[CH:7][NH:8][C:9](=[O:11])[CH:10]=1. The yield is 0.990. (4) The reactants are [Br:1][C:2]1[C:3](F)=[C:4]2[C:10]([NH:11][C:12](=[O:21])[C:13]3[CH:18]=[CH:17][C:16]([F:19])=[C:15]([Cl:20])[CH:14]=3)=[CH:9][NH:8][C:5]2=[N:6][CH:7]=1.[NH:23]1[CH2:28][CH2:27][CH2:26][C@@H:25]([NH:29][C:30](=[O:36])[O:31][C:32]([CH3:35])([CH3:34])[CH3:33])[CH2:24]1. The catalyst is CCCCO. The product is [Br:1][C:2]1[C:3]([N:23]2[CH2:28][CH2:27][CH2:26][C@@H:25]([NH:29][C:30](=[O:36])[O:31][C:32]([CH3:34])([CH3:33])[CH3:35])[CH2:24]2)=[C:4]2[C:10]([NH:11][C:12](=[O:21])[C:13]3[CH:18]=[CH:17][C:16]([F:19])=[C:15]([Cl:20])[CH:14]=3)=[CH:9][NH:8][C:5]2=[N:6][CH:7]=1. The yield is 0.310. (5) The reactants are [Cl:1][C:2]1[N:11]=[C:10](Cl)[C:9]2[C:4](=[CH:5][CH:6]=[C:7]([CH3:13])[CH:8]=2)[N:3]=1.[OH-].[Na+].C(O)(=[O:18])C. The catalyst is O1CCCC1. The product is [Cl:1][C:2]1[NH:11][C:10](=[O:18])[C:9]2[C:4](=[CH:5][CH:6]=[C:7]([CH3:13])[CH:8]=2)[N:3]=1. The yield is 0.876. (6) The reactants are [Cl:1][C:2]1[N:7]=[CH:6][C:5]2[C:8]([NH:14][CH:15]3[CH2:19][N:18](CC4C=CC(OC)=CC=4)[C:17](=[O:29])[CH2:16]3)=[N:9][N:10]([CH:11]([CH3:13])[CH3:12])[C:4]=2[CH:3]=1.C(=O)([O-])[O-].[Na+].[Na+]. The catalyst is FC(F)(F)C(O)=O.O. The product is [Cl:1][C:2]1[N:7]=[CH:6][C:5]2[C:8]([NH:14][CH:15]3[CH2:19][NH:18][C:17](=[O:29])[CH2:16]3)=[N:9][N:10]([CH:11]([CH3:13])[CH3:12])[C:4]=2[CH:3]=1. The yield is 0.820.